From a dataset of Forward reaction prediction with 1.9M reactions from USPTO patents (1976-2016). Predict the product of the given reaction. (1) The product is: [F:21][C:13]1[CH:14]=[C:15]([N+:18]([O-:20])=[O:19])[CH:16]=[CH:17][C:12]=1[O:11][C:8]1[CH:7]=[CH:6][N:5]=[C:4]2[CH:3]=[C:2]([C:37]3[CH:38]=[CH:39][C:34]([CH2:33][N:23]([CH3:22])[CH2:24][CH2:25][N:26]4[CH2:27][CH2:28][N:29]([CH3:32])[CH2:30][CH2:31]4)=[CH:35][CH:36]=3)[S:10][C:9]=12. Given the reactants Br[C:2]1[S:10][C:9]2[C:4](=[N:5][CH:6]=[CH:7][C:8]=2[O:11][C:12]2[CH:17]=[CH:16][C:15]([N+:18]([O-:20])=[O:19])=[CH:14][C:13]=2[F:21])[CH:3]=1.[CH3:22][N:23]([CH2:33][C:34]1[CH:39]=[CH:38][C:37](B2OC(C)(C)C(C)(C)O2)=[CH:36][CH:35]=1)[CH2:24][CH2:25][N:26]1[CH2:31][CH2:30][N:29]([CH3:32])[CH2:28][CH2:27]1.[F-].[Cs+].C([O-])(O)=O.[Na+], predict the reaction product. (2) Given the reactants [N:1]1[C:10]2[C:5](=[CH:6][CH:7]=[CH:8][N:9]=2)[CH:4]=[CH:3][C:2]=1[CH:11]=O.Br.Br.Br.[CH2:16]([C:18]1[C:19]([C:26]2[CH:34]=[C:33]3[C:29]([C:30]([C:35]4[NH:36][C:37]5[CH2:42][CH2:41][NH:40][CH2:39][C:38]=5[N:43]=4)=[N:31][NH:32]3)=[CH:28][CH:27]=2)=[CH:20][C:21]([F:25])=[C:22]([OH:24])[CH:23]=1)[CH3:17], predict the reaction product. The product is: [CH2:16]([C:18]1[C:19]([C:26]2[CH:34]=[C:33]3[C:29]([C:30]([C:35]4[NH:36][C:37]5[CH2:42][CH2:41][N:40]([CH2:11][C:2]6[CH:3]=[CH:4][C:5]7[C:10](=[N:9][CH:8]=[CH:7][CH:6]=7)[N:1]=6)[CH2:39][C:38]=5[N:43]=4)=[N:31][NH:32]3)=[CH:28][CH:27]=2)=[CH:20][C:21]([F:25])=[C:22]([OH:24])[CH:23]=1)[CH3:17]. (3) Given the reactants [C:1]([O:5][C:6]([N:8]1[C:13]2[CH:14]=[C:15]([Cl:19])[C:16](Br)=[CH:17][C:12]=2[O:11][CH:10]([C:20]([N:22]2[CH2:27][CH2:26][C:25]([C:36]#[N:37])([CH2:28][C:29]3[CH:34]=[CH:33][C:32]([F:35])=[CH:31][CH:30]=3)[CH2:24][CH2:23]2)=[O:21])[CH2:9]1)=[O:7])([CH3:4])([CH3:3])[CH3:2].CC1(C)C(C)(C)OB([C:46]2[CH:51]=[CH:50][CH:49]=[CH:48][N:47]=2)O1.C([O-])([O-])=O.[Na+].[Na+], predict the reaction product. The product is: [C:1]([O:5][C:6]([N:8]1[C:13]2[CH:14]=[C:15]([Cl:19])[C:16]([C:46]3[CH:51]=[CH:50][CH:49]=[CH:48][N:47]=3)=[CH:17][C:12]=2[O:11][CH:10]([C:20]([N:22]2[CH2:27][CH2:26][C:25]([C:36]#[N:37])([CH2:28][C:29]3[CH:34]=[CH:33][C:32]([F:35])=[CH:31][CH:30]=3)[CH2:24][CH2:23]2)=[O:21])[CH2:9]1)=[O:7])([CH3:4])([CH3:3])[CH3:2].